Predict the product of the given reaction. From a dataset of Forward reaction prediction with 1.9M reactions from USPTO patents (1976-2016). (1) Given the reactants [Cl:1][C:2]1[CH:7]=[CH:6][C:5]([NH:8][C:9]([NH:11][C:12]2[C:21]3[CH2:20][C:19]([O:22]CC)=[CH:18][CH2:17][C:16]=3[CH:15]=[CH:14][CH:13]=2)=[O:10])=[CH:4][C:3]=1[C:25]([F:28])([F:27])[F:26].Cl.C(=O)(O)[O-].[Na+], predict the reaction product. The product is: [Cl:1][C:2]1[CH:7]=[CH:6][C:5]([NH:8][C:9]([NH:11][C:12]2[C:21]3[CH2:20][C:19](=[O:22])[CH2:18][CH2:17][C:16]=3[CH:15]=[CH:14][CH:13]=2)=[O:10])=[CH:4][C:3]=1[C:25]([F:26])([F:27])[F:28]. (2) Given the reactants [F:1][C:2]([F:24])([F:23])[O:3][C:4]1[CH:9]=[CH:8][C:7]([C:10]2[CH:11]=[CH:12][C:13]3[N:14]([C:16]([C:19]([F:22])([F:21])[F:20])=[N:17][CH:18]=3)[CH:15]=2)=[CH:6][CH:5]=1.C1C(=O)N([Br:32])C(=O)C1, predict the reaction product. The product is: [Br:32][C:18]1[N:17]=[C:16]([C:19]([F:20])([F:21])[F:22])[N:14]2[CH:15]=[C:10]([C:7]3[CH:6]=[CH:5][C:4]([O:3][C:2]([F:1])([F:23])[F:24])=[CH:9][CH:8]=3)[CH:11]=[CH:12][C:13]=12.